From a dataset of Reaction yield outcomes from USPTO patents with 853,638 reactions. Predict the reaction yield, written as a fraction of the theoretical maximum amount of product (1.0 means a 100% yield; for example, 0.34 means a 34% yield). The reactants are C(OC(=O)[NH:7][C:8]1[CH:13]=[C:12]([CH2:14][CH2:15][O:16][C:17]2[C:26]3[C:21](=[CH:22][CH:23]=[CH:24][CH:25]=3)[C:20]([NH:27][C:28]([NH:30][C:31]3[N:35]([C:36]4[CH:41]=[CH:40][C:39]([CH3:42])=[CH:38][CH:37]=4)[N:34]=[C:33]([C:43]([CH3:46])([CH3:45])[CH3:44])[CH:32]=3)=[O:29])=[CH:19][CH:18]=2)[CH:11]=[CH:10][N:9]=1)(C)(C)C.C(O)(C(F)(F)F)=O. The catalyst is C(Cl)Cl. The product is [NH2:7][C:8]1[CH:13]=[C:12]([CH2:14][CH2:15][O:16][C:17]2[C:26]3[C:21](=[CH:22][CH:23]=[CH:24][CH:25]=3)[C:20]([NH:27][C:28]([NH:30][C:31]3[N:35]([C:36]4[CH:37]=[CH:38][C:39]([CH3:42])=[CH:40][CH:41]=4)[N:34]=[C:33]([C:43]([CH3:46])([CH3:45])[CH3:44])[CH:32]=3)=[O:29])=[CH:19][CH:18]=2)[CH:11]=[CH:10][N:9]=1. The yield is 1.00.